Dataset: Full USPTO retrosynthesis dataset with 1.9M reactions from patents (1976-2016). Task: Predict the reactants needed to synthesize the given product. (1) The reactants are: [OH:1][C@@H:2]1[CH2:7][CH2:6][C@H:5]([N:8]2[C:13](=[O:14])[C:12]([CH2:15][C:16]3[CH:21]=[CH:20][C:19]([C:22]4[C:23]([C:28]#[N:29])=[CH:24][CH:25]=[CH:26][CH:27]=4)=[CH:18][CH:17]=3)=[C:11]([CH2:30][CH2:31][CH3:32])[N:10]3[N:33]=[CH:34][N:35]=[C:9]23)[CH2:4][CH2:3]1.[O:36]1[CH:40]=[CH:39][C:38](O)=[N:37]1.C1(P(C2C=CC=CC=2)C2C=CC=CC=2)C=CC=CC=1.[N:62]([C:63]([O:65]C(C)C)=[O:64])=[N:62][C:63]([O:65]C(C)C)=[O:64].Cl.[Cl-].O[NH3+].C(=O)([O-])O.[Na+]. Given the product [O:36]1[CH:40]=[CH:39][C:38]([O:1][C@H:2]2[CH2:7][CH2:6][C@H:5]([N:8]3[C:13](=[O:14])[C:12]([CH2:15][C:16]4[CH:21]=[CH:20][C:19]([C:22]5[CH:27]=[CH:26][CH:25]=[CH:24][C:23]=5[C:28]5[NH:62][C:63](=[O:64])[O:65][N:29]=5)=[CH:18][CH:17]=4)=[C:11]([CH2:30][CH2:31][CH3:32])[N:10]4[N:33]=[CH:34][N:35]=[C:9]34)[CH2:4][CH2:3]2)=[N:37]1, predict the reactants needed to synthesize it. (2) Given the product [Cl:37][C:29]1[C:30]([C:31]2[NH:33][C:34](=[O:35])[N:9]([C:6]3[CH:7]=[CH:8][C:3]([C:2]([F:1])([F:19])[F:18])=[CH:4][CH:5]=3)[N:10]=2)=[CH:36][C:26]([CH2:25][NH:24][C:22](=[O:23])[C:21]([F:40])([F:39])[F:20])=[C:27]([F:38])[CH:28]=1, predict the reactants needed to synthesize it. The reactants are: [F:1][C:2]([F:19])([F:18])[C:3]1[CH:8]=[CH:7][C:6]([NH:9][NH:10]C(OC(C)(C)C)=O)=[CH:5][CH:4]=1.[F:20][C:21]([F:40])([F:39])[C:22]([NH:24][CH2:25][C:26]1[C:27]([F:38])=[CH:28][C:29]([Cl:37])=[C:30]([CH:36]=1)[C:31]([N:33]=[C:34]=[O:35])=O)=[O:23].FC(F)(F)C(O)=O. (3) Given the product [CH3:1][O:2][C:3]1[CH:4]=[C:5]2[C:10](=[CH:11][C:12]=1[O:13][CH3:14])[N:9]=[CH:8][CH:7]=[C:6]2[O:15][C:16]1[CH:17]=[C:18]2[C:22](=[CH:23][CH:24]=1)[NH:21][CH2:20][CH2:19]2, predict the reactants needed to synthesize it. The reactants are: [CH3:1][O:2][C:3]1[CH:4]=[C:5]2[C:10](=[CH:11][C:12]=1[O:13][CH3:14])[N:9]=[CH:8][CH:7]=[C:6]2[O:15][C:16]1[CH:17]=[C:18]2[C:22](=[CH:23][CH:24]=1)[NH:21][CH:20]=[CH:19]2.C([SiH](CC)CC)C.[Na].O. (4) Given the product [Cl:1][C:2]1[CH:3]=[C:4]([CH:5]=[CH:6][CH:7]=1)[C:8]([CH3:15])([CH3:14])[C@@H:9]([C:10]([OH:12])=[O:11])[NH:17][CH3:16], predict the reactants needed to synthesize it. The reactants are: [Cl:1][C:2]1[CH:3]=[C:4]([C:8]([CH3:15])([CH3:14])[C:9](=O)[C:10]([OH:12])=[O:11])[CH:5]=[CH:6][CH:7]=1.[CH3:16][NH2:17].